Predict the reaction yield, written as a fraction of the theoretical maximum amount of product (1.0 means a 100% yield; for example, 0.34 means a 34% yield). From a dataset of Reaction yield outcomes from USPTO patents with 853,638 reactions. (1) The yield is 0.640. The product is [ClH:1].[ClH:27].[Cl:27][C:28]1[CH:33]=[C:32]([C:2]2[N:3]=[C:4]3[C:9](=[CH:10][CH:11]=2)[N:8]=[CH:7][C:6]([S:12]([CH3:15])(=[O:14])=[O:13])=[C:5]3[NH:16][C@H:17]2[CH2:18][CH2:19][C@H:20]([CH2:23][N:24]([CH3:25])[CH3:26])[CH2:21][CH2:22]2)[CH:31]=[C:30]([O:43][CH3:44])[C:29]=1[OH:45]. No catalyst specified. The reactants are [Cl:1][C:2]1[N:3]=[C:4]2[C:9](=[CH:10][CH:11]=1)[N:8]=[CH:7][C:6]([S:12]([CH3:15])(=[O:14])=[O:13])=[C:5]2[NH:16][C@H:17]1[CH2:22][CH2:21][C@H:20]([CH2:23][N:24]([CH3:26])[CH3:25])[CH2:19][CH2:18]1.[Cl:27][C:28]1[CH:33]=[C:32](B2OC(C)(C)C(C)(C)O2)[CH:31]=[C:30]([O:43][CH3:44])[C:29]=1[OH:45].C1(N)C(F)=C(F)C(F)=C(N)C=1F.Cl.Cl. (2) The reactants are [NH2:1][C:2]1[CH:3]=[C:4]([CH:10]=[CH:11][C:12]=1C1(N)CCCCC1)[C:5]([O:7][CH2:8][CH3:9])=[O:6].[CH:20]([C:22]1[CH:32]=[CH:31][C:25]([O:26][CH2:27][C:28]([OH:30])=[O:29])=[CH:24][CH:23]=1)=O.OOS([O-])=O.[K+]. The catalyst is CN(C=O)C.O. The product is [CH2:8]([O:7][C:5]([C:4]1[CH:10]=[CH:11][C:12]2[N:1]([CH:2]3[CH2:3][CH2:4][CH2:10][CH2:11][CH2:12]3)[C:20]([C:22]3[CH:32]=[CH:31][C:25]([O:26][CH2:27][C:28]([OH:30])=[O:29])=[CH:24][CH:23]=3)=[N:1][C:2]=2[CH:3]=1)=[O:6])[CH3:9]. The yield is 0.650.